From a dataset of Reaction yield outcomes from USPTO patents with 853,638 reactions. Predict the reaction yield, written as a fraction of the theoretical maximum amount of product (1.0 means a 100% yield; for example, 0.34 means a 34% yield). (1) The reactants are [C:1]1([C:7]2[N:11]([CH3:12])[N:10]=[CH:9][CH:8]=2)[CH2:6][CH2:5][CH2:4][CH2:3][CH:2]=1.CS(N)(=O)=[O:15].C(O)(C)(C)C.[OH2:23]. No catalyst specified. The product is [CH3:12][N:11]1[C:7]([C@:1]2([OH:15])[CH2:6][CH2:5][CH2:4][CH2:3][C@H:2]2[OH:23])=[CH:8][CH:9]=[N:10]1. The yield is 0.990. (2) The reactants are [Br:1][C:2]1[CH:3]=[C:4]([CH2:7][OH:8])[S:5][CH:6]=1.[Si:9](Cl)([C:22]([CH3:25])([CH3:24])[CH3:23])([C:16]1[CH:21]=[CH:20][CH:19]=[CH:18][CH:17]=1)[C:10]1[CH:15]=[CH:14][CH:13]=[CH:12][CH:11]=1.N1C=CN=C1. The catalyst is C(Cl)Cl. The product is [Br:1][C:2]1[CH:3]=[C:4]([CH2:7][O:8][Si:9]([C:22]([CH3:25])([CH3:24])[CH3:23])([C:16]2[CH:17]=[CH:18][CH:19]=[CH:20][CH:21]=2)[C:10]2[CH:15]=[CH:14][CH:13]=[CH:12][CH:11]=2)[S:5][CH:6]=1. The yield is 0.980. (3) The reactants are [Br:1][C:2]1[CH:3]=[C:4]([CH:45]=[CH:46][CH:47]=1)[CH2:5][C:6]1[CH:7]=[C:8]([C:11]([C:13]2[C:14]([NH:19][C@H:20]3[CH2:24][C@H:23]([O:25][Si:26]([CH:33]([CH3:35])[CH3:34])([CH:30]([CH3:32])[CH3:31])[CH:27]([CH3:29])[CH3:28])[C@@H:22]([CH2:36][O:37][Si](C(C)(C)C)(C)C)[CH2:21]3)=[N:15][CH:16]=[N:17][CH:18]=2)=[O:12])[S:9][CH:10]=1.Cl. The catalyst is CCO. The product is [Br:1][C:2]1[CH:3]=[C:4]([CH:45]=[CH:46][CH:47]=1)[CH2:5][C:6]1[CH:7]=[C:8]([C:11]([C:13]2[C:14]([NH:19][C@H:20]3[CH2:24][C@H:23]([O:25][Si:26]([CH:33]([CH3:34])[CH3:35])([CH:27]([CH3:28])[CH3:29])[CH:30]([CH3:31])[CH3:32])[C@@H:22]([CH2:36][OH:37])[CH2:21]3)=[N:15][CH:16]=[N:17][CH:18]=2)=[O:12])[S:9][CH:10]=1. The yield is 0.890. (4) The reactants are C(OC([N:8]1[CH2:13][C:12]([CH3:15])([CH3:14])[N:11]([CH2:16][C:17]2[CH:22]=[C:21]([C:23]3[CH:28]=[CH:27][C:26]([OH:29])=[CH:25][CH:24]=3)[N:20]=[C:19]3[N:30](C4CCCCO4)[N:31]=[C:32]([CH3:33])[C:18]=23)[CH2:10][C:9]1([CH2:41][CH3:42])[CH3:40])=O)(C)(C)C.Cl. The catalyst is C1COCC1. The product is [CH2:41]([C:9]1([CH3:40])[CH2:10][N:11]([CH2:16][C:17]2[CH:22]=[C:21]([C:23]3[CH:24]=[CH:25][C:26]([OH:29])=[CH:27][CH:28]=3)[N:20]=[C:19]3[NH:30][N:31]=[C:32]([CH3:33])[C:18]=23)[C:12]([CH3:15])([CH3:14])[CH2:13][NH:8]1)[CH3:42]. The yield is 0.570. (5) The reactants are [CH3:1][C@@H:2]1[CH2:6][CH2:5][CH2:4][N:3]1[CH2:7][CH2:8][C:9]1[O:10][C:11]2[CH:17]=[CH:16][C:15]([C:18]3[CH:19]=[C:20]([CH:24]=[CH:25][CH:26]=3)C(O)=O)=[CH:14][C:12]=2[CH:13]=1.C(Cl)(=O)[C:28](Cl)=[O:29].[CH3:33][N:34](C)[CH:35]=[O:36].Cl.CNOC. The catalyst is C(Cl)Cl.N1C=CC=CC=1. The product is [CH3:28][O:29][N:34]([CH3:33])[C:35](=[O:36])[C:25]1[CH:24]=[CH:20][CH:19]=[C:18]([C:15]2[CH:16]=[CH:17][C:11]3[O:10][C:9]([CH2:8][CH2:7][N:3]4[CH2:4][CH2:5][CH2:6][C@H:2]4[CH3:1])=[CH:13][C:12]=3[CH:14]=2)[CH:26]=1. The yield is 0.600. (6) The reactants are I[C:2]1[CH:11]=[C:10]2[C:5]([C:6]([NH:15][CH:16]([CH3:18])[CH3:17])=[C:7]([C:12]([NH2:14])=[O:13])[N:8]=[N:9]2)=[CH:4][CH:3]=1.[CH3:19][S:20]([C:23]1[CH:28]=[CH:27][C:26](B(O)O)=[CH:25][CH:24]=1)(=[O:22])=[O:21].C([O-])([O-])=O.[K+].[K+]. The catalyst is C1C=CC([P]([Pd]([P](C2C=CC=CC=2)(C2C=CC=CC=2)C2C=CC=CC=2)([P](C2C=CC=CC=2)(C2C=CC=CC=2)C2C=CC=CC=2)[P](C2C=CC=CC=2)(C2C=CC=CC=2)C2C=CC=CC=2)(C2C=CC=CC=2)C2C=CC=CC=2)=CC=1.O1CCOCC1. The product is [CH:16]([NH:15][C:6]1[C:5]2[C:10](=[CH:11][C:2]([C:26]3[CH:27]=[CH:28][C:23]([S:20]([CH3:19])(=[O:22])=[O:21])=[CH:24][CH:25]=3)=[CH:3][CH:4]=2)[N:9]=[N:8][C:7]=1[C:12]([NH2:14])=[O:13])([CH3:18])[CH3:17]. The yield is 0.710. (7) The reactants are [Br:1][C:2]1[CH:21]=[CH:20][CH:19]=[CH:18][C:3]=1[C:4]([NH:6][C:7]1[CH:8]=[C:9]2[CH:15]=[C:14]([CH2:16]O)[NH:13][C:10]2=[N:11][CH:12]=1)=[O:5].P(Br)(Br)[Br:23]. The catalyst is O1CCCC1. The product is [Br:1][C:2]1[CH:21]=[CH:20][CH:19]=[CH:18][C:3]=1[C:4]([NH:6][C:7]1[CH:8]=[C:9]2[CH:15]=[C:14]([CH2:16][Br:23])[NH:13][C:10]2=[N:11][CH:12]=1)=[O:5]. The yield is 0.810. (8) The reactants are [C:1]([C:5]1[O:6][CH:7]=[C:8]([CH2:10]Cl)[N:9]=1)([CH3:4])([CH3:3])[CH3:2].[P:12]([O:19]CC)([O:16][CH2:17][CH3:18])[O:13][CH2:14][CH3:15].C(OCC)(=O)C. The catalyst is C(OCC)(=O)C.C(O)C. The product is [C:1]([C:5]1[O:6][CH:7]=[C:8]([CH2:10][P:12](=[O:19])([O:16][CH2:17][CH3:18])[O:13][CH2:14][CH3:15])[N:9]=1)([CH3:4])([CH3:3])[CH3:2]. The yield is 1.00. (9) The yield is 0.870. The catalyst is O1CCCC1.CN(C)C1C=CN=CC=1.O. The reactants are [Si:1]([O:8][CH:9]1[CH2:14][NH:13][CH2:12][CH:11]([C:15]([NH:17][C:18]2[CH:23]=[CH:22][C:21]([Cl:24])=[CH:20][CH:19]=2)=[O:16])[CH2:10]1)([C:4]([CH3:7])([CH3:6])[CH3:5])([CH3:3])[CH3:2].[O:25]1[CH:29]=[CH:28][CH:27]=[C:26]1[C:30]1[CH:31]=[C:32]([CH:36]=[CH:37][CH:38]=1)[C:33](O)=[O:34].C(N(CC)C(C)C)(C)C.Cl.C(N=C=NCCCN(C)C)C. The product is [Si:1]([O:8][CH:9]1[CH2:14][N:13]([C:33](=[O:34])[C:32]2[CH:36]=[CH:37][CH:38]=[C:30]([C:26]3[O:25][CH:29]=[CH:28][CH:27]=3)[CH:31]=2)[CH2:12][CH:11]([C:15]([NH:17][C:18]2[CH:23]=[CH:22][C:21]([Cl:24])=[CH:20][CH:19]=2)=[O:16])[CH2:10]1)([C:4]([CH3:7])([CH3:6])[CH3:5])([CH3:3])[CH3:2].